From a dataset of Catalyst prediction with 721,799 reactions and 888 catalyst types from USPTO. Predict which catalyst facilitates the given reaction. Reactant: Br[C:2]1[CH:10]=[CH:9][CH:8]=[C:7]([CH3:11])[C:3]=1[N:4]([CH3:6])[CH3:5].[Li]C(C)(C)C.CCCCC.CN([CH:25]=[O:26])C. Product: [CH3:5][N:4]([CH3:6])[C:3]1[C:7]([CH3:11])=[CH:8][CH:9]=[CH:10][C:2]=1[CH:25]=[O:26]. The catalyst class is: 28.